From a dataset of Peptide-MHC class II binding affinity with 134,281 pairs from IEDB. Regression. Given a peptide amino acid sequence and an MHC pseudo amino acid sequence, predict their binding affinity value. This is MHC class II binding data. (1) The peptide sequence is CRKELAAVSVDCSEY. The MHC is HLA-DQA10501-DQB10301 with pseudo-sequence HLA-DQA10501-DQB10301. The binding affinity (normalized) is 0.336. (2) The peptide sequence is SRFFVMGEETPLLTK. The MHC is DRB1_0401 with pseudo-sequence DRB1_0401. The binding affinity (normalized) is 0.684. (3) The peptide sequence is LVDEERKLHQQGRCR. The MHC is DRB3_0301 with pseudo-sequence DRB3_0301. The binding affinity (normalized) is 0.247. (4) The peptide sequence is AAATAGTLVYGAFAA. The MHC is HLA-DQA10102-DQB10602 with pseudo-sequence HLA-DQA10102-DQB10602. The binding affinity (normalized) is 0.758.